This data is from Full USPTO retrosynthesis dataset with 1.9M reactions from patents (1976-2016). The task is: Predict the reactants needed to synthesize the given product. (1) Given the product [Br:1][C:2]1[CH:3]=[C:4]([CH3:18])[C:5]([C:8]2[CH2:17][CH2:16][C:11](=[O:12])[CH2:10][CH:9]=2)=[N:6][CH:7]=1, predict the reactants needed to synthesize it. The reactants are: [Br:1][C:2]1[CH:3]=[C:4]([CH3:18])[C:5]([C:8]2[CH2:17][CH2:16][C:11]3(OCC[O:12]3)[CH2:10][CH:9]=2)=[N:6][CH:7]=1.C(=O)([O-])[O-].[Na+].[Na+]. (2) Given the product [Br:23][C:24]1[N:25]=[CH:26][N:27]([C:2]2[N:7]=[C:6]([C:8]3[CH:13]=[CH:12][C:11]([C:14]([F:17])([F:16])[F:15])=[C:10]([F:18])[CH:9]=3)[CH:5]=[C:4]([C:19]([F:22])([F:21])[F:20])[N:3]=2)[CH:28]=1, predict the reactants needed to synthesize it. The reactants are: Cl[C:2]1[N:7]=[C:6]([C:8]2[CH:13]=[CH:12][C:11]([C:14]([F:17])([F:16])[F:15])=[C:10]([F:18])[CH:9]=2)[CH:5]=[C:4]([C:19]([F:22])([F:21])[F:20])[N:3]=1.[Br:23][C:24]1[N:25]=[CH:26][NH:27][CH:28]=1. (3) Given the product [OH:35][C@H:34]1[C@H:30]2[O:29][CH2:28][C@@H:27]([O:26][C:24]3[N:23]([CH2:36][O:37][CH2:38][CH2:39][Si:40]([CH3:41])([CH3:43])[CH3:42])[C:5]4=[N:6][C:7]([C:8]5[CH:13]=[CH:12][C:11]([C:45]6[N:46]=[CH:47][C:48]([N:51]=[S:52]([CH3:57])([N:54]([CH3:55])[CH3:56])=[O:53])=[CH:49][N:50]=6)=[CH:10][CH:9]=5)=[C:2]([Cl:1])[CH:3]=[C:4]4[N:25]=3)[C@H:31]2[O:32][CH2:33]1, predict the reactants needed to synthesize it. The reactants are: [Cl:1][C:2]1[CH:3]=[C:4]2[N:25]=[C:24]([O:26][C@H:27]3[C@H:31]4[O:32][CH2:33][C@@H:34]([OH:35])[C@H:30]4[O:29][CH2:28]3)[N:23]([CH2:36][O:37][CH2:38][CH2:39][Si:40]([CH3:43])([CH3:42])[CH3:41])[C:5]2=[N:6][C:7]=1[C:8]1[CH:13]=[CH:12][C:11](B2OC(C)(C)C(C)(C)O2)=[CH:10][CH:9]=1.Cl[C:45]1[N:50]=[CH:49][C:48]([N:51]=[S:52]([CH3:57])([N:54]([CH3:56])[CH3:55])=[O:53])=[CH:47][N:46]=1. (4) The reactants are: [N+:1]([C:4]1[CH:9]=[CH:8][C:7]([C:10]2[CH:15]=[CH:14][CH:13]=[CH:12][CH:11]=2)=[C:6]([C:16]([F:19])([F:18])[F:17])[CH:5]=1)([O-])=O.[H][H]. Given the product [C:10]1([C:7]2[CH:8]=[CH:9][C:4]([NH2:1])=[CH:5][C:6]=2[C:16]([F:17])([F:18])[F:19])[CH:11]=[CH:12][CH:13]=[CH:14][CH:15]=1, predict the reactants needed to synthesize it. (5) Given the product [CH3:1][O:2][C:3]([C@@H:5]1[CH2:9][C@@H:8]([S:10]([C:13]2[CH:18]=[CH:17][CH:16]=[CH:15][C:14]=2[Cl:19])(=[O:12])=[O:11])[CH2:7][N:6]1[C:20]1[N:32]([CH2:31][C:30]2[CH:34]=[CH:35][C:27]([Cl:26])=[CH:28][CH:29]=2)[N:33]=[C:22]([CH3:23])[CH:21]=1)=[O:4], predict the reactants needed to synthesize it. The reactants are: [CH3:1][O:2][C:3]([C@@H:5]1[CH2:9][C@@H:8]([S:10]([C:13]2[CH:18]=[CH:17][CH:16]=[CH:15][C:14]=2[Cl:19])(=[O:12])=[O:11])[CH2:7][N:6]1[C:20](=S)[CH2:21][C:22](=O)[CH3:23])=[O:4].[Cl:26][C:27]1[CH:35]=[CH:34][C:30]([CH2:31][NH:32][NH2:33])=[CH:29][CH:28]=1. (6) The reactants are: [CH3:1][N:2]1[C:6]([C:7]2[S:11][C:10]([S:12](Cl)(=[O:14])=[O:13])=[CH:9][CH:8]=2)=[CH:5][C:4]([C:16]([F:19])([F:18])[F:17])=[N:3]1.[NH2:20][C:21]1[CH:22]=[CH:23][C:24]([O:37][CH3:38])=[C:25]([NH:27][C:28]([NH:30][C:31]2[CH:36]=[CH:35][CH:34]=[CH:33][CH:32]=2)=[O:29])[CH:26]=1.N1C=CC=CC=1. Given the product [CH3:38][O:37][C:24]1[CH:23]=[CH:22][C:21]([NH:20][S:12]([C:10]2[S:11][C:7]([C:6]3[N:2]([CH3:1])[N:3]=[C:4]([C:16]([F:19])([F:18])[F:17])[CH:5]=3)=[CH:8][CH:9]=2)(=[O:14])=[O:13])=[CH:26][C:25]=1[NH:27][C:28]([NH:30][C:31]1[CH:36]=[CH:35][CH:34]=[CH:33][CH:32]=1)=[O:29], predict the reactants needed to synthesize it. (7) Given the product [CH2:1]([N:8]1[CH2:9][CH2:10][N:11]([C:14]2[CH:15]=[C:16]([O:25][CH3:26])[CH:17]=[C:18]3[C:23]=2[N:22]=[CH:21][C:20]([CH3:28])=[CH:19]3)[CH2:12][CH2:13]1)[C:2]1[CH:7]=[CH:6][CH:5]=[CH:4][CH:3]=1, predict the reactants needed to synthesize it. The reactants are: [CH2:1]([N:8]1[CH2:13][CH2:12][N:11]([C:14]2[CH:15]=[C:16]([O:25][CH3:26])[CH:17]=[C:18]3[C:23]=2[N:22]=[C:21](C)[CH:20]=[CH:19]3)[CH2:10][CH2:9]1)[C:2]1[CH:7]=[CH:6][CH:5]=[CH:4][CH:3]=1.N[C:28]1C=C(OC)C=C2C=1N=CC(C)=C2.NC1C=C(OC)C=C2C=1N=C(C)C=C2.